The task is: Predict the product of the given reaction.. This data is from Forward reaction prediction with 1.9M reactions from USPTO patents (1976-2016). (1) Given the reactants Cl.FC1C=C(C=CC=1)CN1C=C(C2C3C(=NC=C(C4C=CC(C5CCNCC5)=CC=4)C=3)N(S(C3C=CC(C)=CC=3)(=O)=O)C=2)C=N1.[F:46][C:47]1[CH:48]=[C:49]([CH:94]=[CH:95][CH:96]=1)[CH2:50][N:51]1[CH:55]=[C:54]([C:56]2[C:64]3[C:59](=[N:60][CH:61]=[C:62]([C:65]4[CH:66]=[CH:67][C:68]([CH:71]5[CH2:76][CH2:75][N:74]([C:77]([O:79][C:80]([CH3:83])([CH3:82])[CH3:81])=[O:78])[CH2:73][CH2:72]5)=[N:69][CH:70]=4)[CH:63]=3)[N:58](S(C3C=CC(C)=CC=3)(=O)=O)[CH:57]=2)[CH:53]=[N:52]1.[OH-].[Li+], predict the reaction product. The product is: [F:46][C:47]1[CH:48]=[C:49]([CH:94]=[CH:95][CH:96]=1)[CH2:50][N:51]1[CH:55]=[C:54]([C:56]2[C:64]3[C:59](=[N:60][CH:61]=[C:62]([C:65]4[CH:66]=[CH:67][C:68]([CH:71]5[CH2:76][CH2:75][N:74]([C:77]([O:79][C:80]([CH3:82])([CH3:83])[CH3:81])=[O:78])[CH2:73][CH2:72]5)=[N:69][CH:70]=4)[CH:63]=3)[NH:58][CH:57]=2)[CH:53]=[N:52]1. (2) Given the reactants [O:1]1[CH2:6][CH2:5][CH:4]([CH2:7][CH2:8][O:9][C:10]2[CH:11]=[C:12]([CH:16]=[CH:17][CH:18]=2)[C:13]([OH:15])=O)[CH2:3][CH2:2]1.[CH:19]12[NH:26][CH:23]([CH2:24][CH2:25]1)[CH2:22][CH:21]([OH:27])[CH2:20]2, predict the reaction product. The product is: [OH:27][CH:21]1[CH2:20][CH:19]2[N:26]([C:13]([C:12]3[CH:16]=[CH:17][CH:18]=[C:10]([O:9][CH2:8][CH2:7][CH:4]4[CH2:3][CH2:2][O:1][CH2:6][CH2:5]4)[CH:11]=3)=[O:15])[CH:23]([CH2:24][CH2:25]2)[CH2:22]1. (3) Given the reactants [Br:1][C:2]1[CH:7]=[CH:6][C:5]([N:8]2[C:12]3=[C:13]([Cl:20])[C:14]4[N:15]([CH:17]=[CH:18][N:19]=4)[CH:16]=[C:11]3[NH:10]C2=O)=[C:4]([Cl:22])[CH:3]=1.[Li+].C[Si]([N-][Si](C)(C)C)(C)C.[CH:33]1([S:36](N)(=[O:38])=[O:37])[CH2:35][CH2:34]1, predict the reaction product. The product is: [Br:1][C:2]1[CH:7]=[CH:6][C:5]([NH:8][C:12]2[C:11]([NH:10][S:36]([CH:33]3[CH2:35][CH2:34]3)(=[O:38])=[O:37])=[CH:16][N:15]3[CH:17]=[CH:18][N:19]=[C:14]3[C:13]=2[Cl:20])=[C:4]([Cl:22])[CH:3]=1. (4) The product is: [CH3:1][N:2]1[CH2:8][CH2:7][CH:6]([O:9][C:14]2[CH:19]=[CH:18][C:17]([C:20]([F:23])([F:22])[F:21])=[CH:16][CH:15]=2)[C:5]2[O:10][CH:11]=[CH:12][C:4]=2[CH2:3]1. Given the reactants [CH3:1][N:2]1[CH2:8][CH2:7][CH:6]([OH:9])[C:5]2[O:10][CH:11]=[CH:12][C:4]=2[CH2:3]1.F[C:14]1[CH:19]=[CH:18][C:17]([C:20]([F:23])([F:22])[F:21])=[CH:16][CH:15]=1, predict the reaction product. (5) Given the reactants [NH:1]1[C:9]2[C:4](=[CH:5][CH:6]=[C:7]([CH2:10][C:11]3[CH:12]=[C:13]([CH:17]=[CH:18][CH:19]=3)[C:14]([OH:16])=[O:15])[CH:8]=2)[CH:3]=[CH:2]1.I[C:21]1[CH:22]=[C:23]([O:27][CH3:28])[CH:24]=[CH:25][CH:26]=1.[OH-].[K+].N#N.[OH-].[Na+].Cl, predict the reaction product. The product is: [CH3:28][O:27][C:23]1[CH:22]=[C:21]([N:1]2[C:9]3[C:4](=[CH:5][CH:6]=[C:7]([CH2:10][C:11]4[CH:12]=[C:13]([CH:17]=[CH:18][CH:19]=4)[C:14]([OH:16])=[O:15])[CH:8]=3)[CH:3]=[CH:2]2)[CH:26]=[CH:25][CH:24]=1. (6) Given the reactants C(O[C:5]1[C:6](=[O:20])[C:7](=[O:19])[C:8]=1[C:9]1[CH:14]=[CH:13][C:12]([C:15]([F:18])([F:17])[F:16])=[CH:11][CH:10]=1)(C)C.[NH2:21][CH:22]([C:24]([CH3:27])([CH3:26])[CH3:25])[CH3:23], predict the reaction product. The product is: [F:18][C:15]([F:16])([F:17])[C:12]1[CH:11]=[CH:10][C:9]([C:8]2[C:7](=[O:19])[C:6](=[O:20])[C:5]=2[NH:21][CH:22]([CH3:23])[C:24]([CH3:27])([CH3:26])[CH3:25])=[CH:14][CH:13]=1.